This data is from NCI-60 drug combinations with 297,098 pairs across 59 cell lines. The task is: Regression. Given two drug SMILES strings and cell line genomic features, predict the synergy score measuring deviation from expected non-interaction effect. (1) Drug 1: CCN(CC)CCNC(=O)C1=C(NC(=C1C)C=C2C3=C(C=CC(=C3)F)NC2=O)C. Drug 2: C(CCl)NC(=O)N(CCCl)N=O. Cell line: UACC62. Synergy scores: CSS=6.42, Synergy_ZIP=-2.51, Synergy_Bliss=-1.76, Synergy_Loewe=-8.06, Synergy_HSA=-6.99. (2) Drug 1: CC1OCC2C(O1)C(C(C(O2)OC3C4COC(=O)C4C(C5=CC6=C(C=C35)OCO6)C7=CC(=C(C(=C7)OC)O)OC)O)O. Drug 2: CC1C(C(CC(O1)OC2CC(CC3=C2C(=C4C(=C3O)C(=O)C5=CC=CC=C5C4=O)O)(C(=O)C)O)N)O. Cell line: OVCAR3. Synergy scores: CSS=36.4, Synergy_ZIP=-3.41, Synergy_Bliss=-2.43, Synergy_Loewe=-28.0, Synergy_HSA=-2.18. (3) Drug 1: CN(CC1=CN=C2C(=N1)C(=NC(=N2)N)N)C3=CC=C(C=C3)C(=O)NC(CCC(=O)O)C(=O)O. Drug 2: C1CC(=O)NC(=O)C1N2C(=O)C3=CC=CC=C3C2=O. Cell line: UO-31. Synergy scores: CSS=3.80, Synergy_ZIP=1.83, Synergy_Bliss=1.19, Synergy_Loewe=-3.02, Synergy_HSA=-3.10. (4) Drug 1: CCC1=C2CN3C(=CC4=C(C3=O)COC(=O)C4(CC)O)C2=NC5=C1C=C(C=C5)O. Drug 2: CNC(=O)C1=NC=CC(=C1)OC2=CC=C(C=C2)NC(=O)NC3=CC(=C(C=C3)Cl)C(F)(F)F. Cell line: SK-MEL-2. Synergy scores: CSS=10.6, Synergy_ZIP=-7.78, Synergy_Bliss=-10.4, Synergy_Loewe=-27.4, Synergy_HSA=-8.97. (5) Drug 1: C1=NC2=C(N=C(N=C2N1C3C(C(C(O3)CO)O)O)F)N. Drug 2: CNC(=O)C1=NC=CC(=C1)OC2=CC=C(C=C2)NC(=O)NC3=CC(=C(C=C3)Cl)C(F)(F)F. Cell line: MDA-MB-231. Synergy scores: CSS=5.47, Synergy_ZIP=-0.614, Synergy_Bliss=-0.340, Synergy_Loewe=-16.1, Synergy_HSA=-4.88. (6) Drug 1: C1=C(C(=O)NC(=O)N1)F. Drug 2: CN(C)C1=NC(=NC(=N1)N(C)C)N(C)C. Cell line: OVCAR3. Synergy scores: CSS=65.6, Synergy_ZIP=10.4, Synergy_Bliss=6.59, Synergy_Loewe=-10.2, Synergy_HSA=5.29. (7) Drug 1: COC1=C(C=C2C(=C1)N=CN=C2NC3=CC(=C(C=C3)F)Cl)OCCCN4CCOCC4. Drug 2: CCCCCOC(=O)NC1=NC(=O)N(C=C1F)C2C(C(C(O2)C)O)O. Cell line: UACC-257. Synergy scores: CSS=14.0, Synergy_ZIP=-4.97, Synergy_Bliss=2.69, Synergy_Loewe=-7.88, Synergy_HSA=2.90.